From a dataset of Forward reaction prediction with 1.9M reactions from USPTO patents (1976-2016). Predict the product of the given reaction. (1) Given the reactants [Br:1][C:2]1[C:11](=O)[C:10]2[C:5](=[CH:6][CH:7]=[C:8]([F:13])[CH:9]=2)[NH:4][C:3]=1[CH2:14][CH3:15].C([O-])(O)=O.[Na+].O=P(Cl)(Cl)[Cl:23], predict the reaction product. The product is: [Br:1][C:2]1[C:3]([CH2:14][CH3:15])=[N:4][C:5]2[C:10]([C:11]=1[Cl:23])=[CH:9][C:8]([F:13])=[CH:7][CH:6]=2. (2) Given the reactants [O:1]1[CH:5]=[CH:4][C:3]([C:6]([OH:8])=[O:7])=[CH:2]1.FC(F)(F)S([O-])(=O)=O.[In+3].FC(F)(F)S([O-])(=O)=O.FC(F)(F)S([O-])(=O)=O.Cl([O-])(=O)(=O)=O.[Li+].[C:45](O[C:45](=[O:48])[CH2:46][CH3:47])(=[O:48])[CH2:46][CH3:47], predict the reaction product. The product is: [C:45]([C:5]1[O:1][CH:2]=[C:3]([C:6]([O:8][C:3]([CH3:6])([CH3:4])[CH3:2])=[O:7])[CH:4]=1)(=[O:48])[CH2:46][CH3:47]. (3) Given the reactants [Cl:1][C:2]1[CH:3]=[C:4](/[C:12](=[N:16]\[O:17][CH:18]2[CH2:23][CH2:22][CH2:21][CH2:20][CH2:19]2)/[C:13](O)=[O:14])[CH:5]=[CH:6][C:7]=1[S:8]([CH3:11])(=[O:10])=[O:9].C(N(CC)C(C)C)(C)C.[NH2:33][C:34]1[S:35][C:36]([C:39]([NH2:41])=[O:40])=[CH:37][N:38]=1.CN(C)C=O, predict the reaction product. The product is: [Cl:1][C:2]1[CH:3]=[C:4](/[C:12](=[N:16]\[O:17][CH:18]2[CH2:19][CH2:20][CH2:21][CH2:22][CH2:23]2)/[C:13]([NH:33][C:34]2[S:35][C:36]([C:39]([NH2:41])=[O:40])=[CH:37][N:38]=2)=[O:14])[CH:5]=[CH:6][C:7]=1[S:8]([CH3:11])(=[O:9])=[O:10].